Predict the product of the given reaction. From a dataset of Forward reaction prediction with 1.9M reactions from USPTO patents (1976-2016). (1) Given the reactants [CH3:1][O:2][C:3]1[CH:8]=[CH:7][C:6]([C@@H:9]([NH:12]C(=O)OC(C)(C)C)[CH2:10][OH:11])=[CH:5][CH:4]=1.[OH-].[Na+], predict the reaction product. The product is: [NH2:12][C@H:9]([C:6]1[CH:7]=[CH:8][C:3]([O:2][CH3:1])=[CH:4][CH:5]=1)[CH2:10][OH:11]. (2) Given the reactants [Cl:1][C:2]1[CH:3]=[C:4]([S:8]([N:11]2[C:20]3[C:15](=[CH:16][CH:17]=[C:18]([C:21]([NH:23][C:24]4[CH:32]=[CH:31][C:27]([C:28]([OH:30])=[O:29])=[CH:26][CH:25]=4)=[O:22])[CH:19]=3)[CH2:14][CH2:13][CH2:12]2)(=[O:10])=[O:9])[CH:5]=[CH:6][CH:7]=1.Cl[C:34]1C=C(S(Cl)(=O)=O)C=C[CH:39]=1, predict the reaction product. The product is: [CH2:34]([O:29][C:28](=[O:30])[C:27]1[CH:26]=[CH:25][C:24]([NH:23][C:21]([C:18]2[CH:19]=[C:20]3[C:15]([CH2:14][CH2:13][CH2:12][N:11]3[S:8]([C:4]3[CH:5]=[CH:6][CH:7]=[C:2]([Cl:1])[CH:3]=3)(=[O:10])=[O:9])=[CH:16][CH:17]=2)=[O:22])=[CH:32][CH:31]=1)[CH3:39]. (3) Given the reactants C([SiH2][O:6][C:7](C)(C)[CH:8]([NH:17][C:18]([CH:20]1[N:24]2[C:25](=[O:44])[CH:26]([NH:31][C:32]([C:34]3[CH:43]=[CH:42][C:41]4[C:36](=[CH:37][CH:38]=[CH:39][CH:40]=4)[CH:35]=3)=[O:33])[CH2:27][CH:28]=[CH:29][CH2:30][CH:23]2[CH2:22][CH2:21]1)=[O:19])[CH2:9][C:10]([NH:12][S:13]([CH3:16])(=[O:15])=[O:14])=[O:11])(C)(C)C.P([O-])([O-])([O-])=O, predict the reaction product. The product is: [OH:6][CH2:7][CH:8]([NH:17][C:18]([CH:20]1[N:24]2[C:25](=[O:44])[CH:26]([NH:31][C:32]([C:34]3[CH:43]=[CH:42][C:41]4[C:36](=[CH:37][CH:38]=[CH:39][CH:40]=4)[CH:35]=3)=[O:33])[CH2:27][CH:28]=[CH:29][CH2:30][CH:23]2[CH2:22][CH2:21]1)=[O:19])[CH2:9][C:10]([NH:12][S:13]([CH3:16])(=[O:14])=[O:15])=[O:11]. (4) The product is: [C:32]1([C:19]2([NH:1][C@@H:2]([CH2:13][C:14]([O:16][CH3:17])=[O:15])[C:3]([O:5][CH2:6][C:7]3[CH:8]=[CH:9][CH:10]=[CH:11][CH:12]=3)=[O:4])[C:31]3[CH:30]=[CH:29][CH:28]=[CH:27][C:26]=3[C:25]3[C:20]2=[CH:21][CH:22]=[CH:23][CH:24]=3)[CH:33]=[CH:34][CH:35]=[CH:36][CH:37]=1. Given the reactants [NH2:1][C@@H:2]([CH2:13][C:14]([O:16][CH3:17])=[O:15])[C:3]([O:5][CH2:6][C:7]1[CH:12]=[CH:11][CH:10]=[CH:9][CH:8]=1)=[O:4].Br[C:19]1([C:32]2[CH:37]=[CH:36][CH:35]=[CH:34][CH:33]=2)[C:31]2[CH:30]=[CH:29][CH:28]=[CH:27][C:26]=2[C:25]2[C:20]1=[CH:21][CH:22]=[CH:23][CH:24]=2.CCN(CC)CC, predict the reaction product. (5) Given the reactants C([Si]([C:8]#[C:9][C:10]1[CH:15]=[CH:14][CH:13]=[CH:12][C:11]=1[CH:16]([CH3:20])[C:17]([NH2:19])=[O:18])(CC)CC)C.[F-].C([N+](CCCC)(CCCC)CCCC)CCC.C([O-])(O)=O.[Na+], predict the reaction product. The product is: [C:9]([C:10]1[CH:15]=[CH:14][CH:13]=[CH:12][C:11]=1[CH:16]([CH3:20])[C:17]([NH2:19])=[O:18])#[CH:8]. (6) Given the reactants [C:1]([O:4][CH2:5][C@@H:6]1[N:11]([C:12]([C:14]2[N:15]=[C:16]([C:28]3[CH:33]=[CH:32][C:31]([CH3:34])=[CH:30][CH:29]=3)[N:17]([C:19]3[CH:24]=[CH:23][CH:22]=[C:21]([O:25][CH2:26][CH3:27])[CH:20]=3)[CH:18]=2)=[O:13])[CH2:10][CH2:9][N:8](C(OCC2C=CC=CC=2)=O)[CH2:7]1)(=[O:3])[CH3:2], predict the reaction product. The product is: [C:1]([O:4][CH2:5][C@H:6]1[CH2:7][NH:8][CH2:9][CH2:10][N:11]1[C:12]([C:14]1[N:15]=[C:16]([C:28]2[CH:29]=[CH:30][C:31]([CH3:34])=[CH:32][CH:33]=2)[N:17]([C:19]2[CH:24]=[CH:23][CH:22]=[C:21]([O:25][CH2:26][CH3:27])[CH:20]=2)[CH:18]=1)=[O:13])(=[O:3])[CH3:2].